Dataset: Full USPTO retrosynthesis dataset with 1.9M reactions from patents (1976-2016). Task: Predict the reactants needed to synthesize the given product. (1) Given the product [CH3:1][N:2]([S:17]([C:20]1[N:21]([CH3:25])[CH:22]=[CH:23][N:24]=1)(=[O:19])=[O:18])[C:3]1[CH:4]=[CH:5][CH:6]=[C:7]2[C:11]=1[NH:10][C:9]([C:12]([OH:14])=[O:13])=[CH:8]2, predict the reactants needed to synthesize it. The reactants are: [CH3:1][N:2]([S:17]([C:20]1[N:21]([CH3:25])[CH:22]=[CH:23][N:24]=1)(=[O:19])=[O:18])[C:3]1[CH:4]=[CH:5][CH:6]=[C:7]2[C:11]=1[NH:10][C:9]([C:12]([O:14]CC)=[O:13])=[CH:8]2.[OH-].[K+]. (2) The reactants are: [S:1]1[C:5]2[CH:6]=[CH:7][CH:8]=[CH:9][C:4]=2[N:3]=[C:2]1[CH2:10][O:11][C:12]1[CH:37]=[CH:36][C:15]2[N:16]([CH2:28][C:29]3[CH:34]=[CH:33][C:32](Br)=[CH:31][CH:30]=3)[C:17]([C@H:19]3[CH2:24][CH2:23][CH2:22][CH2:21][C@H:20]3[C:25]([OH:27])=[O:26])=[N:18][C:14]=2[CH:13]=1.[CH3:38][O:39][C:40]1[N:45]=[CH:44][C:43](B(O)O)=[CH:42][CH:41]=1. Given the product [S:1]1[C:5]2[CH:6]=[CH:7][CH:8]=[CH:9][C:4]=2[N:3]=[C:2]1[CH2:10][O:11][C:12]1[CH:37]=[CH:36][C:15]2[N:16]([CH2:28][C:29]3[CH:34]=[CH:33][C:32]([C:43]4[CH:44]=[N:45][C:40]([O:39][CH3:38])=[CH:41][CH:42]=4)=[CH:31][CH:30]=3)[C:17]([C@H:19]3[CH2:24][CH2:23][CH2:22][CH2:21][C@H:20]3[C:25]([OH:27])=[O:26])=[N:18][C:14]=2[CH:13]=1, predict the reactants needed to synthesize it.